This data is from Forward reaction prediction with 1.9M reactions from USPTO patents (1976-2016). The task is: Predict the product of the given reaction. Given the reactants [CH:1]1([NH2:9])[CH2:8][CH2:7][CH2:6][CH2:5][CH2:4][CH2:3][CH2:2]1.[CH:10]1([N:16]=[C:17]=[O:18])[CH2:15][CH2:14][CH2:13][CH2:12][CH2:11]1, predict the reaction product. The product is: [CH:10]1([NH:16][C:17]([NH:9][CH:1]2[CH2:8][CH2:7][CH2:6][CH2:5][CH2:4][CH2:3][CH2:2]2)=[O:18])[CH2:15][CH2:14][CH2:13][CH2:12][CH2:11]1.